Dataset: NCI-60 drug combinations with 297,098 pairs across 59 cell lines. Task: Regression. Given two drug SMILES strings and cell line genomic features, predict the synergy score measuring deviation from expected non-interaction effect. Drug 1: CC1OCC2C(O1)C(C(C(O2)OC3C4COC(=O)C4C(C5=CC6=C(C=C35)OCO6)C7=CC(=C(C(=C7)OC)O)OC)O)O. Drug 2: CC1CCC2CC(C(=CC=CC=CC(CC(C(=O)C(C(C(=CC(C(=O)CC(OC(=O)C3CCCCN3C(=O)C(=O)C1(O2)O)C(C)CC4CCC(C(C4)OC)O)C)C)O)OC)C)C)C)OC. Cell line: SF-268. Synergy scores: CSS=36.9, Synergy_ZIP=-1.24, Synergy_Bliss=0.739, Synergy_Loewe=3.29, Synergy_HSA=4.98.